This data is from CYP3A4 inhibition data for predicting drug metabolism from PubChem BioAssay. The task is: Regression/Classification. Given a drug SMILES string, predict its absorption, distribution, metabolism, or excretion properties. Task type varies by dataset: regression for continuous measurements (e.g., permeability, clearance, half-life) or binary classification for categorical outcomes (e.g., BBB penetration, CYP inhibition). Dataset: cyp3a4_veith. (1) The compound is N#Cc1ccc(C(c2ccc(C#N)cc2)n2cncn2)cc1. The result is 1 (inhibitor). (2) The drug is Cc1ccc(-c2nnc(-c3ccccc3S(=O)(=O)Cc3ccc(Cl)cc3)o2)cc1. The result is 1 (inhibitor). (3) The molecule is CCOC(=O)NC(=O)CSc1nc2ccc(OCC)cc2[nH]1. The result is 1 (inhibitor). (4) The molecule is Cc1cccc(CNc2nc(-c3ccc(C(=O)N(C)C)cc3)nc3ccccc23)c1. The result is 0 (non-inhibitor). (5) The drug is COc1ccccc1CNc1nc(-c2ccccc2OC)nc2ccccc12. The result is 1 (inhibitor). (6) The compound is O=S(=O)(c1ccccc1S(=O)(=O)N1CCCCC1)N1CCCCC1. The result is 1 (inhibitor). (7) The compound is CCCC/C=C/C(NC(=O)c1cccs1)c1ccccc1. The result is 1 (inhibitor).